From a dataset of NCI-60 drug combinations with 297,098 pairs across 59 cell lines. Regression. Given two drug SMILES strings and cell line genomic features, predict the synergy score measuring deviation from expected non-interaction effect. (1) Drug 1: CCC1(C2=C(COC1=O)C(=O)N3CC4=CC5=C(C=CC(=C5CN(C)C)O)N=C4C3=C2)O.Cl. Drug 2: C1C(C(OC1N2C=NC(=NC2=O)N)CO)O. Cell line: UO-31. Synergy scores: CSS=28.9, Synergy_ZIP=-9.85, Synergy_Bliss=-5.11, Synergy_Loewe=-27.8, Synergy_HSA=-2.24. (2) Drug 1: C1C(C(OC1N2C=C(C(=O)NC2=O)F)CO)O. Drug 2: C1=CC=C(C=C1)NC(=O)CCCCCCC(=O)NO. Cell line: NCI-H226. Synergy scores: CSS=-0.584, Synergy_ZIP=-0.750, Synergy_Bliss=-0.507, Synergy_Loewe=-2.29, Synergy_HSA=-1.79. (3) Drug 1: CCC1=CC2CC(C3=C(CN(C2)C1)C4=CC=CC=C4N3)(C5=C(C=C6C(=C5)C78CCN9C7C(C=CC9)(C(C(C8N6C)(C(=O)OC)O)OC(=O)C)CC)OC)C(=O)OC.C(C(C(=O)O)O)(C(=O)O)O. Drug 2: COC1=CC(=CC(=C1O)OC)C2C3C(COC3=O)C(C4=CC5=C(C=C24)OCO5)OC6C(C(C7C(O6)COC(O7)C8=CC=CS8)O)O. Cell line: LOX IMVI. Synergy scores: CSS=66.6, Synergy_ZIP=4.46, Synergy_Bliss=2.14, Synergy_Loewe=7.12, Synergy_HSA=9.05. (4) Drug 1: CC1=C2C(C(=O)C3(C(CC4C(C3C(C(C2(C)C)(CC1OC(=O)C(C(C5=CC=CC=C5)NC(=O)OC(C)(C)C)O)O)OC(=O)C6=CC=CC=C6)(CO4)OC(=O)C)O)C)O. Drug 2: CC1C(C(CC(O1)OC2CC(CC3=C2C(=C4C(=C3O)C(=O)C5=C(C4=O)C(=CC=C5)OC)O)(C(=O)CO)O)N)O.Cl. Cell line: HCC-2998. Synergy scores: CSS=44.8, Synergy_ZIP=-4.63, Synergy_Bliss=3.48, Synergy_Loewe=0.875, Synergy_HSA=3.03. (5) Drug 1: CC1CCC2CC(C(=CC=CC=CC(CC(C(=O)C(C(C(=CC(C(=O)CC(OC(=O)C3CCCCN3C(=O)C(=O)C1(O2)O)C(C)CC4CCC(C(C4)OC)OCCO)C)C)O)OC)C)C)C)OC. Drug 2: C1=NC2=C(N1)C(=S)N=CN2. Cell line: DU-145. Synergy scores: CSS=44.0, Synergy_ZIP=-1.22, Synergy_Bliss=1.10, Synergy_Loewe=2.10, Synergy_HSA=2.97. (6) Drug 1: CC1=C(N=C(N=C1N)C(CC(=O)N)NCC(C(=O)N)N)C(=O)NC(C(C2=CN=CN2)OC3C(C(C(C(O3)CO)O)O)OC4C(C(C(C(O4)CO)O)OC(=O)N)O)C(=O)NC(C)C(C(C)C(=O)NC(C(C)O)C(=O)NCCC5=NC(=CS5)C6=NC(=CS6)C(=O)NCCC[S+](C)C)O. Drug 2: CC12CCC3C(C1CCC2O)C(CC4=C3C=CC(=C4)O)CCCCCCCCCS(=O)CCCC(C(F)(F)F)(F)F. Cell line: CAKI-1. Synergy scores: CSS=36.3, Synergy_ZIP=-14.5, Synergy_Bliss=-22.1, Synergy_Loewe=-15.7, Synergy_HSA=-14.1.